The task is: Predict the reaction yield, written as a fraction of the theoretical maximum amount of product (1.0 means a 100% yield; for example, 0.34 means a 34% yield).. This data is from Reaction yield outcomes from USPTO patents with 853,638 reactions. (1) The reactants are CCN(C(C)C)C(C)C.C(Cl)CCl.C1C=CC2N(O)N=NC=2C=1.Cl.Cl.C([O:28][C:29](=[O:34])[C@H:30]([CH2:32][OH:33])[NH2:31])C.C(CCC(N[C:44](=[O:68])[CH2:45][C:46]1[CH:50]=[C:49]([C:51]2[CH:56]=[CH:55][C:54]([S:57]([CH3:60])(=[O:59])=[O:58])=[CH:53][CH:52]=2)[N:48]([C:61]2[CH:66]=[CH:65][CH:64]=[CH:63][CH:62]=2)[C:47]=1[CH3:67])CO)(O)=O.[OH-].[Na+].Cl. The catalyst is C(Cl)Cl.CCO. The product is [OH:33][CH2:32][C@H:30]([NH:31][C:44](=[O:68])[CH2:45][C:46]1[CH:50]=[C:49]([C:51]2[CH:52]=[CH:53][C:54]([S:57]([CH3:60])(=[O:59])=[O:58])=[CH:55][CH:56]=2)[N:48]([C:61]2[CH:62]=[CH:63][CH:64]=[CH:65][CH:66]=2)[C:47]=1[CH3:67])[C:29]([OH:28])=[O:34]. The yield is 0.770. (2) The reactants are [CH3:1][O:2][C:3](=[O:30])[CH2:4][CH:5]([N:19]1[CH2:27][C:26]2[C:21](=[C:22]([NH2:28])[CH:23]=[CH:24][CH:25]=2)[C:20]1=[O:29])[C:6]1[CH:11]=[CH:10][C:9]([O:12][CH:13]([F:15])[F:14])=[C:8]([O:16][CH2:17][CH3:18])[CH:7]=1.[CH:31]1([C:34](Cl)=[O:35])[CH2:33][CH2:32]1. The catalyst is C1COCC1. The product is [CH3:1][O:2][C:3](=[O:30])[CH2:4][CH:5]([N:19]1[CH2:27][C:26]2[C:21](=[C:22]([NH:28][C:34]([CH:31]3[CH2:33][CH2:32]3)=[O:35])[CH:23]=[CH:24][CH:25]=2)[C:20]1=[O:29])[C:6]1[CH:11]=[CH:10][C:9]([O:12][CH:13]([F:15])[F:14])=[C:8]([O:16][CH2:17][CH3:18])[CH:7]=1. The yield is 0.770. (3) The reactants are [F:1][C:2]([F:7])([F:6])[C:3]([OH:5])=[O:4].[CH2:8]([NH:10][CH2:11][C:12]1[CH:13]=[C:14]([C:19]2[CH:20]=[C:21]3[C:25](=[C:26]([C:28]([NH2:30])=[O:29])[CH:27]=2)[NH:24][CH:23]=[C:22]3[CH:31]2[CH2:36][CH2:35][N:34]([S:37]([CH2:40][CH3:41])(=[O:39])=[O:38])[CH2:33][CH2:32]2)[CH:15]=[CH:16][C:17]=1[F:18])[CH3:9].[CH2:42](N)C. No catalyst specified. The product is [F:1][C:2]([F:7])([F:6])[C:3]([OH:5])=[O:4].[CH:8]1([NH:10][CH2:11][C:12]2[CH:13]=[C:14]([C:19]3[CH:20]=[C:21]4[C:25](=[C:26]([C:28]([NH2:30])=[O:29])[CH:27]=3)[NH:24][CH:23]=[C:22]4[CH:31]3[CH2:32][CH2:33][N:34]([S:37]([CH2:40][CH3:41])(=[O:39])=[O:38])[CH2:35][CH2:36]3)[CH:15]=[CH:16][C:17]=2[F:18])[CH2:42][CH2:9]1. The yield is 0.494. (4) The reactants are Cl[C:2]1[C:11]2[C:6](=[CH:7][C:8]([O:14][CH2:15][CH2:16][CH2:17][N:18]3[CH2:23][CH2:22][O:21][CH2:20][CH2:19]3)=[C:9]([O:12][CH3:13])[CH:10]=2)[N:5]=[CH:4][N:3]=1.[Cl:24][C:25]1[CH:33]=[C:32]([C:34]#[C:35][CH2:36][CH:37]([O:39][CH3:40])[CH3:38])[C:28]2[O:29][CH2:30][O:31][C:27]=2[C:26]=1[NH2:41].C[Si]([N-][Si](C)(C)C)(C)C.[Na+]. The product is [Cl:24][C:25]1[CH:33]=[C:32]([C:34]#[C:35][CH2:36][CH:37]([O:39][CH3:40])[CH3:38])[C:28]2[O:29][CH2:30][O:31][C:27]=2[C:26]=1[NH:41][C:2]1[C:11]2[C:6](=[CH:7][C:8]([O:14][CH2:15][CH2:16][CH2:17][N:18]3[CH2:23][CH2:22][O:21][CH2:20][CH2:19]3)=[C:9]([O:12][CH3:13])[CH:10]=2)[N:5]=[CH:4][N:3]=1. The yield is 0.640. The catalyst is CN(C=O)C.